Dataset: Full USPTO retrosynthesis dataset with 1.9M reactions from patents (1976-2016). Task: Predict the reactants needed to synthesize the given product. (1) Given the product [Cl:13][C:14]1[CH:42]=[CH:41][C:17]([CH2:18][N:19]2[C:27]3[C:22](=[CH:23][C:24](/[CH:29]=[C:4]4/[C:5](=[O:12])[N:6]([NH:7][S:8]([CH3:11])(=[O:10])=[O:9])[C:2](=[O:1])[S:3]/4)=[C:25]([F:28])[CH:26]=3)[CH:21]=[N:20]2)=[C:16]([C:43]([F:46])([F:45])[F:44])[CH:15]=1, predict the reactants needed to synthesize it. The reactants are: [O:1]=[C:2]1[N:6]([NH:7][S:8]([CH3:11])(=[O:10])=[O:9])[C:5](=[O:12])[CH2:4][S:3]1.[Cl:13][C:14]1[CH:42]=[CH:41][C:17]([CH2:18][N:19]2[C:27]3[C:22](=[CH:23][C:24](/[CH:29]=C4/C(=O)N(CC(O)=O)C(=O)S/4)=[C:25]([F:28])[CH:26]=3)[CH:21]=[N:20]2)=[C:16]([C:43]([F:46])([F:45])[F:44])[CH:15]=1. (2) Given the product [CH3:1][C:2]1([CH3:33])[O:6][C:5]2[C:7]([O:11][CH2:12][CH2:13][CH2:14][CH2:15][O:16][C:17]3[C:22]([Cl:23])=[CH:21][C:20]([OH:24])=[CH:19][C:18]=3[Cl:32])=[CH:8][CH:9]=[CH:10][C:4]=2[CH2:3]1, predict the reactants needed to synthesize it. The reactants are: [CH3:1][C:2]1([CH3:33])[O:6][C:5]2[C:7]([O:11][CH2:12][CH2:13][CH2:14][CH2:15][O:16][C:17]3[C:22]([Cl:23])=[CH:21][C:20]([O:24]CC4C=CC=CC=4)=[CH:19][C:18]=3[Cl:32])=[CH:8][CH:9]=[CH:10][C:4]=2[CH2:3]1. (3) Given the product [ClH:34].[NH2:10][CH:11]([CH2:14][CH2:15][CH2:16][C:17]1[CH:22]=[CH:21][C:20]([S:23][C:24]2[CH:29]=[CH:28][CH:27]=[C:26]([C:30]([F:33])([F:31])[F:32])[CH:25]=2)=[CH:19][C:18]=1[Cl:34])[CH2:12][OH:13], predict the reactants needed to synthesize it. The reactants are: CO.C(OC([NH:10][CH:11]([CH2:14][CH2:15][CH2:16][C:17]1[CH:22]=[CH:21][C:20]([S:23][C:24]2[CH:29]=[CH:28][CH:27]=[C:26]([C:30]([F:33])([F:32])[F:31])[CH:25]=2)=[CH:19][C:18]=1[Cl:34])[CH2:12][OH:13])=O)(C)(C)C. (4) Given the product [CH2:1]([S:3]([C:6]1[CH:7]=[CH:8][C:9]([CH2:10][NH:11][C:12]([C:14]2[CH:15]=[C:16]3[CH:22]([CH3:35])[N:21]([C:23]([O:25][C:26]([CH3:27])([CH3:28])[CH3:29])=[O:24])[C@@H:20]([CH:30]([CH3:31])[CH3:32])[C:17]3=[N:18][CH:19]=2)=[O:13])=[CH:33][CH:34]=1)(=[O:5])=[O:4])[CH3:2], predict the reactants needed to synthesize it. The reactants are: [CH2:1]([S:3]([C:6]1[CH:34]=[CH:33][C:9]([CH2:10][NH:11][C:12]([C:14]2[CH:15]=[C:16]3[CH2:22][N:21]([C:23]([O:25][C:26]([CH3:29])([CH3:28])[CH3:27])=[O:24])[C@@H:20]([CH:30]([CH3:32])[CH3:31])[C:17]3=[N:18][CH:19]=2)=[O:13])=[CH:8][CH:7]=1)(=[O:5])=[O:4])[CH3:2].[C:35](OC(N1C(C)C2C(=NC=C(C(O)=O)C=2)[C@@H]1C(C)C)=O)(C)(C)C. (5) Given the product [F:16][C:10]1[CH:11]=[C:12]([I:15])[CH:13]=[CH:14][C:9]=1[NH:8][C:7]1[C:2]([NH:1][S:28]([C:25]2([CH2:22][CH:23]=[CH2:24])[CH2:27][CH2:26]2)(=[O:30])=[O:29])=[C:3]2[S:21][CH2:20][CH2:19][N:4]2[C:5](=[O:18])[C:6]=1[CH3:17], predict the reactants needed to synthesize it. The reactants are: [NH2:1][C:2]1[C:7]([NH:8][C:9]2[CH:14]=[CH:13][C:12]([I:15])=[CH:11][C:10]=2[F:16])=[C:6]([CH3:17])[C:5](=[O:18])[N:4]2[CH2:19][CH2:20][S:21][C:3]=12.[CH2:22]([C:25]1([S:28](Cl)(=[O:30])=[O:29])[CH2:27][CH2:26]1)[CH:23]=[CH2:24]. (6) The reactants are: CO[C:3](=[O:8])[CH2:4][C:5](=O)[CH3:6].Br[CH2:10][C:11]([C:13]1[CH:18]=[C:17]([C:19]([F:22])([F:21])[F:20])[CH:16]=[CH:15][C:14]=1[Cl:23])=O.[O:24]1[CH2:29][CH2:28][O:27][CH2:26][CH:25]1[CH2:30][NH2:31].[CH:32]1([NH2:38])[CH2:37][CH2:36][CH2:35][CH2:34][CH2:33]1. Given the product [CH:32]1([NH:38][C:3]([C:4]2[CH:10]=[C:11]([C:13]3[CH:18]=[C:17]([C:19]([F:22])([F:21])[F:20])[CH:16]=[CH:15][C:14]=3[Cl:23])[N:31]([CH2:30][CH:25]3[CH2:26][O:27][CH2:28][CH2:29][O:24]3)[C:5]=2[CH3:6])=[O:8])[CH2:37][CH2:36][CH2:35][CH2:34][CH2:33]1, predict the reactants needed to synthesize it. (7) Given the product [N:1]1([C@@H:7]([CH2:12][N:13]([C:18]2[CH:19]=[CH:20][C:21]([O:24][C:25]3[CH:26]=[CH:27][C:28]([C:31]([F:34])([F:32])[F:33])=[CH:29][CH:30]=3)=[CH:22][CH:23]=2)[S:14]([CH3:17])(=[O:16])=[O:15])[C:8]([OH:10])=[O:9])[CH2:6][CH2:5][O:4][CH2:3][CH2:2]1, predict the reactants needed to synthesize it. The reactants are: [N:1]1([C@@H:7]([CH2:12][N:13]([C:18]2[CH:23]=[CH:22][C:21]([O:24][C:25]3[CH:30]=[CH:29][C:28]([C:31]([F:34])([F:33])[F:32])=[CH:27][CH:26]=3)=[CH:20][CH:19]=2)[S:14]([CH3:17])(=[O:16])=[O:15])[C:8]([O:10]C)=[O:9])[CH2:6][CH2:5][O:4][CH2:3][CH2:2]1.Cl.CCCCCC. (8) Given the product [CH2:28]([N:11]([C@@H:2]([CH3:1])[CH2:3][CH2:4][C:5]1[CH:6]=[CH:7][CH:8]=[CH:9][CH:10]=1)[C@H:12]1[CH2:13][CH2:14][C@H:15]([C:18]2[CH:27]=[CH:26][C:21]3[NH:22][C:23](=[O:25])[O:24][C:20]=3[CH:19]=2)[CH2:16][CH2:17]1)[CH3:29], predict the reactants needed to synthesize it. The reactants are: [CH3:1][C@H:2]([NH:11][C@H:12]1[CH2:17][CH2:16][C@H:15]([C:18]2[CH:27]=[CH:26][C:21]3[NH:22][C:23](=[O:25])[O:24][C:20]=3[CH:19]=2)[CH2:14][CH2:13]1)[CH2:3][CH2:4][C:5]1[CH:10]=[CH:9][CH:8]=[CH:7][CH:6]=1.[CH:28](=O)[CH3:29].Cl. (9) Given the product [CH3:1][C:2]1[N:7]=[C:6]2[S:8][C:9]3[CH2:14][CH2:13][CH2:12][CH2:11][C:10]=3[C:5]2=[C:4]([C:15]2[CH:16]=[CH:17][C:18]([Cl:21])=[CH:19][CH:20]=2)[C:3]=1[CH:22]([CH2:27][CH2:28][CH3:29])[C:23]([OH:25])=[O:24], predict the reactants needed to synthesize it. The reactants are: [CH3:1][C:2]1[N:7]=[C:6]2[S:8][C:9]3[CH2:14][CH2:13][CH2:12][CH2:11][C:10]=3[C:5]2=[C:4]([C:15]2[CH:20]=[CH:19][C:18]([Cl:21])=[CH:17][CH:16]=2)[C:3]=1[CH:22]([CH2:27][CH2:28][CH3:29])[C:23]([O:25]C)=[O:24].[OH-].[Na+].